Dataset: Forward reaction prediction with 1.9M reactions from USPTO patents (1976-2016). Task: Predict the product of the given reaction. (1) Given the reactants [CH3:1][O:2][C:3]1[CH:4]=[C:5]([OH:11])[C:6](=[CH:9][CH:10]=1)[CH:7]=O.[CH3:12][O:13][C:14]1[CH:27]=[CH:26][C:17]([CH2:18][S:19]([CH2:22][C:23](O)=[O:24])(=[O:21])=[O:20])=[CH:16][C:15]=1[N+:28]([O-:30])=[O:29], predict the reaction product. The product is: [CH3:12][O:13][C:14]1[CH:27]=[CH:26][C:17]([CH2:18][S:19]([C:22]2[C:23](=[O:24])[O:11][C:5]3[C:6]([CH:7]=2)=[CH:9][CH:10]=[C:3]([O:2][CH3:1])[CH:4]=3)(=[O:20])=[O:21])=[CH:16][C:15]=1[N+:28]([O-:30])=[O:29]. (2) Given the reactants Cl.[NH:2]1[CH2:7][CH2:6][CH2:5][CH:4]2[C:8]3[CH:9]=[C:10]([C:15]#[N:16])[CH:11]=[CH:12][C:13]=3[CH2:14][CH:3]12.C([C@](C(O)=O)(O)[C@](C(=O)C1C=CC=CC=1)(O)C(O)=O)(=O)C1C=CC=CC=1, predict the reaction product. The product is: [NH:2]1[CH2:7][CH2:6][CH2:5][C@@H:4]2[C:8]3[CH:9]=[C:10]([C:15]#[N:16])[CH:11]=[CH:12][C:13]=3[CH2:14][C@H:3]12. (3) Given the reactants [F:1][C:2]1[CH:7]=[CH:6][C:5]([C:8]2[N:12]=[C:11]([S:13][CH3:14])[N:10]([CH2:15][CH2:16][O:17][CH3:18])[C:9]=2[C:19]2[CH:24]=[CH:23][N:22]=[C:21]([NH2:25])[CH:20]=2)=[CH:4][CH:3]=1.C([O-])([O-])=O.[K+].[K+].[Cl:32][CH2:33][C:34](Cl)=[O:35], predict the reaction product. The product is: [Cl:32][CH2:33][C:34]([NH:25][C:21]1[CH:20]=[C:19]([C:9]2[N:10]([CH2:15][CH2:16][O:17][CH3:18])[C:11]([S:13][CH3:14])=[N:12][C:8]=2[C:5]2[CH:4]=[CH:3][C:2]([F:1])=[CH:7][CH:6]=2)[CH:24]=[CH:23][N:22]=1)=[O:35]. (4) Given the reactants [Si:1]([O:8][CH2:9][C:10]1[C:18]([CH:19]=C)=[C:17]([Cl:21])[CH:16]=[C:15]2[C:11]=1[CH:12]=[N:13][N:14]2[C:22]([C:35]1[CH:40]=[CH:39][CH:38]=[CH:37][CH:36]=1)([C:29]1[CH:34]=[CH:33][CH:32]=[CH:31][CH:30]=1)[C:23]1[CH:28]=[CH:27][CH:26]=[CH:25][CH:24]=1)([C:4]([CH3:7])([CH3:6])[CH3:5])([CH3:3])[CH3:2].I([O-])(=O)(=O)=[O:42].[Na+], predict the reaction product. The product is: [Si:1]([O:8][CH2:9][C:10]1[C:18]([CH:19]=[O:42])=[C:17]([Cl:21])[CH:16]=[C:15]2[C:11]=1[CH:12]=[N:13][N:14]2[C:22]([C:29]1[CH:30]=[CH:31][CH:32]=[CH:33][CH:34]=1)([C:35]1[CH:36]=[CH:37][CH:38]=[CH:39][CH:40]=1)[C:23]1[CH:24]=[CH:25][CH:26]=[CH:27][CH:28]=1)([C:4]([CH3:6])([CH3:5])[CH3:7])([CH3:3])[CH3:2]. (5) Given the reactants C(N(C(C)C)CC)(C)C.[CH2:10]([NH:12][C:13]([NH:15][C:16]1[N:21]=[CH:20][C:19]([C:22]2[CH:23]=[N:24][CH:25]=[C:26]([C:28]([NH:30][NH2:31])=[O:29])[CH:27]=2)=[C:18]([C:32]2[CH:37]=[CH:36][C:35]([N:38]3[CH2:43][CH2:42][O:41][CH2:40][CH2:39]3)=[CH:34][CH:33]=2)[CH:17]=1)=[O:14])[CH3:11].[C:44](N1C=CN=C1)(N1C=CN=C1)=[O:45], predict the reaction product. The product is: [CH2:10]([NH:12][C:13]([NH:15][C:16]1[N:21]=[CH:20][C:19]([C:22]2[CH:23]=[N:24][CH:25]=[C:26]([C:28]3[O:29][C:44](=[O:45])[NH:31][N:30]=3)[CH:27]=2)=[C:18]([C:32]2[CH:33]=[CH:34][C:35]([N:38]3[CH2:39][CH2:40][O:41][CH2:42][CH2:43]3)=[CH:36][CH:37]=2)[CH:17]=1)=[O:14])[CH3:11]. (6) Given the reactants [CH2:1]([CH:4]1[CH2:9][C:8]2[CH:10]=[CH:11][CH:12]=[CH:13][C:7]=2[N:6]([C:14]2[CH:19]=[CH:18][CH:17]=[CH:16][CH:15]=2)[S:5]1(=[O:21])=[O:20])[CH:2]=C.C[OH:23], predict the reaction product. The product is: [O:20]=[S:5]1(=[O:21])[CH:4]([CH2:1][CH2:2][OH:23])[CH2:9][C:8]2[CH:10]=[CH:11][CH:12]=[CH:13][C:7]=2[N:6]1[C:14]1[CH:19]=[CH:18][CH:17]=[CH:16][CH:15]=1.